The task is: Predict which catalyst facilitates the given reaction.. This data is from Catalyst prediction with 721,799 reactions and 888 catalyst types from USPTO. (1) The catalyst class is: 154. Product: [Cl:1][C:2]1[CH:10]=[C:9]([S:11]([CH3:14])(=[O:13])=[O:12])[CH:8]=[CH:7][C:3]=1[C:4]([NH:21][C:18]1[O:19][CH:20]=[C:16]([CH3:15])[N:17]=1)=[O:6]. Reactant: [Cl:1][C:2]1[CH:10]=[C:9]([S:11]([CH3:14])(=[O:13])=[O:12])[CH:8]=[CH:7][C:3]=1[C:4]([OH:6])=O.[CH3:15][C:16]1[N:17]=[C:18]([NH2:21])[O:19][CH:20]=1.C(N(CC)CC)C.C(P1(=O)OP(=O)(CCC)OP(=O)(CCC)O1)CC. (2) Reactant: Cl.[NH2:2][CH2:3][C:4]1[CH:19]=[CH:18][C:7]([C:8]([NH:10][CH2:11][CH2:12][C:13]([O:15][CH2:16][CH3:17])=[O:14])=[O:9])=[CH:6][CH:5]=1.C([O-])([O-])=O.[K+].[K+].[O:26]1[C:30]2([CH2:35][CH2:34][C:33](=O)[CH2:32][CH2:31]2)[O:29][CH2:28][CH2:27]1.[BH-](OC(C)=O)(OC(C)=O)OC(C)=O.[Na+]. Product: [CH2:16]([O:15][C:13](=[O:14])[CH2:12][CH2:11][NH:10][C:8](=[O:9])[C:7]1[CH:6]=[CH:5][C:4]([CH2:3][NH:2][CH:33]2[CH2:34][CH2:35][C:30]3([O:29][CH2:28][CH2:27][O:26]3)[CH2:31][CH2:32]2)=[CH:19][CH:18]=1)[CH3:17]. The catalyst class is: 26. (3) Reactant: [F:1][C:2]1[C:11]2[O:10][CH2:9][C@@H:8]([CH3:12])[NH:7][C:6]=2[C:5]([N+:13]([O-])=O)=[CH:4][CH:3]=1. Product: [F:1][C:2]1[C:11]2[O:10][CH2:9][C@@H:8]([CH3:12])[NH:7][C:6]=2[C:5]([NH2:13])=[CH:4][CH:3]=1. The catalyst class is: 99. (4) Reactant: Br[C:2]1[CH:3]=[N:4][CH:5]=[N:6][CH:7]=1.[B:8](OC)([O:11]C)[O:9]C.[Li]CCCC.Cl. Product: [N:4]1[CH:3]=[C:2]([B:8]([OH:11])[OH:9])[CH:7]=[N:6][CH:5]=1. The catalyst class is: 247. (5) Reactant: [NH:1]1[CH:5]=[CH:4][N:3]=[CH:2]1.C(N(CC)CC)C.[CH3:13][N:14]([CH3:19])[S:15](Cl)(=[O:17])=[O:16]. Product: [CH3:13][N:14]([CH3:19])[S:15]([N:1]1[CH:5]=[CH:4][N:3]=[CH:2]1)(=[O:17])=[O:16]. The catalyst class is: 48.